This data is from Reaction yield outcomes from USPTO patents with 853,638 reactions. The task is: Predict the reaction yield, written as a fraction of the theoretical maximum amount of product (1.0 means a 100% yield; for example, 0.34 means a 34% yield). (1) The reactants are [NH2:1][C:2]1[CH:10]=[C:9]2[C:5]([CH2:6][O:7][C:8]2=[C:11]2[C:19]3[C:14](=[CH:15][CH:16]=[CH:17][CH:18]=3)[NH:13][C:12]2=[O:20])=[CH:4][CH:3]=1.C(N(CC)C(C)C)(C)C.[Cl:30][CH2:31][CH2:32][CH2:33][C:34](Cl)=[O:35]. The catalyst is C1COCC1. The product is [Cl:30][CH2:31][CH2:32][CH2:33][C:34]([NH:1][C:2]1[CH:10]=[C:9]2[C:5](=[CH:4][CH:3]=1)[CH2:6][O:7][C:8]2=[C:11]1[C:19]2[C:14](=[CH:15][CH:16]=[CH:17][CH:18]=2)[NH:13][C:12]1=[O:20])=[O:35]. The yield is 0.840. (2) The reactants are [CH3:1][O:2][C:3](=[O:27])[C:4]1[CH:9]=[CH:8][CH:7]=[C:6]([CH2:10][N:11]2[C:16](=[O:17])[CH:15]=[CH:14][C:13]([C:18]3[CH:23]=[CH:22][CH:21]=[C:20]([CH2:24][CH2:25][OH:26])[CH:19]=3)=[N:12]2)[CH:5]=1.C(N(C(C)C)CC)(C)C.[CH3:37][S:38](Cl)(=[O:40])=[O:39]. The catalyst is C1COCC1.C(OCC)(=O)C. The product is [CH3:1][O:2][C:3](=[O:27])[C:4]1[CH:9]=[CH:8][CH:7]=[C:6]([CH2:10][N:11]2[C:16](=[O:17])[CH:15]=[CH:14][C:13]([C:18]3[CH:23]=[CH:22][CH:21]=[C:20]([CH2:24][CH2:25][O:26][S:38]([CH3:37])(=[O:40])=[O:39])[CH:19]=3)=[N:12]2)[CH:5]=1. The yield is 0.650. (3) The reactants are [CH3:1][O:2][C:3]([C:5]1(Br)[CH:14]=[C:13]([O:15][CH2:16][O:17][CH2:18][CH2:19][Si:20]([CH3:23])([CH3:22])[CH3:21])[C:12]2[C:7](=[CH:8][CH:9]=[C:10]([O:24][CH3:25])[CH:11]=2)[NH:6]1)=[O:4].[CH3:27][N:28]1[CH2:34][CH2:33][CH2:32][NH:31][CH2:30][CH2:29]1.C1C=CC(P(C2C(C3C(P(C4C=CC=CC=4)C4C=CC=CC=4)=CC=C4C=3C=CC=C4)=C3C(C=CC=C3)=CC=2)C2C=CC=CC=2)=CC=1.C(=O)([O-])[O-].[Cs+].[Cs+]. The catalyst is C1(C)C=CC=CC=1. The product is [CH3:1][O:2][C:3]([C:5]1[CH:14]=[C:13]([O:15][CH2:16][O:17][CH2:18][CH2:19][Si:20]([CH3:23])([CH3:22])[CH3:21])[C:12]2[C:7](=[C:8]([N:31]3[CH2:32][CH2:33][CH2:34][N:28]([CH3:27])[CH2:29][CH2:30]3)[CH:9]=[C:10]([O:24][CH3:25])[CH:11]=2)[N:6]=1)=[O:4]. The yield is 0.920. (4) The reactants are [CH:1]1[C:13]2[N:12]([CH2:14][CH2:15][C:16]3[CH:17]=[CH:18][C:19]4[N:20]([CH:44]=[O:45])[C:21]5[C:26]([C:27]=4[CH:28]=3)=[CH:25][C:24]([CH2:29][CH2:30][N:31]3[C:43]4[CH:42]=[CH:41][CH:40]=[CH:39][C:38]=4[C:37]4[C:32]3=[CH:33][CH:34]=[CH:35][CH:36]=4)=[CH:23][CH:22]=5)[C:11]3[C:6](=[CH:7][CH:8]=[CH:9][CH:10]=3)[C:5]=2[CH:4]=[CH:3][CH:2]=1.[BH4-].[Na+]. The catalyst is O1CCCC1.CO. The product is [CH:10]1[C:11]2[N:12]([CH2:14][CH2:15][C:16]3[CH:17]=[CH:18][C:19]4[N:20]([CH2:44][OH:45])[C:21]5[C:26]([C:27]=4[CH:28]=3)=[CH:25][C:24]([CH2:29][CH2:30][N:31]3[C:43]4[CH:42]=[CH:41][CH:40]=[CH:39][C:38]=4[C:37]4[C:32]3=[CH:33][CH:34]=[CH:35][CH:36]=4)=[CH:23][CH:22]=5)[C:13]3[C:5](=[CH:4][CH:3]=[CH:2][CH:1]=3)[C:6]=2[CH:7]=[CH:8][CH:9]=1. The yield is 0.890. (5) The reactants are [CH2:1]([O:3][C:4](=[O:17])[CH2:5][S:6][C:7]1[CH:12]=[CH:11][C:10](OB(O)O)=[CH:9][CH:8]=1)[CH3:2].Br[C:19]1[CH2:23][CH2:22][C:21](=[O:24])[CH:20]=1.C(=O)([O-])[O-].[Na+].[Na+]. The catalyst is COCCOC.C1C=CC(P(C2C=CC=CC=2)[C-]2C=CC=C2)=CC=1.C1C=CC(P(C2C=CC=CC=2)[C-]2C=CC=C2)=CC=1.Cl[Pd]Cl.[Fe+2]. The product is [CH2:1]([O:3][C:4](=[O:17])[CH2:5][S:6][C:7]1[CH:12]=[CH:11][C:10]([C:19]2[CH2:23][CH2:22][C:21](=[O:24])[CH:20]=2)=[CH:9][CH:8]=1)[CH3:2]. The yield is 0.750. (6) The reactants are [Cl:1][C:2]1[CH:7]=[CH:6][C:5]([C:8]2[CH:12]([C:13]3[CH:18]=[CH:17][CH:16]=[CH:15][CH:14]=3)[CH2:11][N:10]([C:19](=S)[NH:20][S:21]([N:24]([CH2:28][CH3:29])[CH2:25][CH2:26][CH3:27])(=[O:23])=[O:22])[N:9]=2)=[CH:4][CH:3]=1.[CH3:31][NH2:32]. The catalyst is C(#N)C.Cl[Hg]Cl. The product is [Cl:1][C:2]1[CH:7]=[CH:6][C:5]([C:8]2[CH:12]([C:13]3[CH:18]=[CH:17][CH:16]=[CH:15][CH:14]=3)[CH2:11][N:10]([C:19]([NH:32][CH3:31])=[N:20][S:21]([N:24]([CH2:28][CH3:29])[CH2:25][CH2:26][CH3:27])(=[O:23])=[O:22])[N:9]=2)=[CH:4][CH:3]=1. The yield is 0.770.